This data is from Forward reaction prediction with 1.9M reactions from USPTO patents (1976-2016). The task is: Predict the product of the given reaction. Given the reactants [Cl:1][C:2]1[CH:7]=[CH:6][C:5]([C:8]([NH:10][NH:11][C:12]([NH:14][CH2:15][CH:16]=[CH2:17])=[O:13])=O)=[CH:4][CH:3]=1.Cl, predict the reaction product. The product is: [Cl:1][C:2]1[CH:7]=[CH:6][C:5]([C:8]2[N:14]([CH2:15][CH:16]=[CH2:17])[C:12](=[O:13])[NH:11][N:10]=2)=[CH:4][CH:3]=1.